This data is from Catalyst prediction with 721,799 reactions and 888 catalyst types from USPTO. The task is: Predict which catalyst facilitates the given reaction. Reactant: C[O:2][C:3]([C:5]1[S:6][C:7]([C:10]2[O:14][N:13]=[C:12]([C:15]3[N:20]=[C:19]([NH2:21])[N:18]=[C:17]([N:22]([CH3:29])[C:23]4[CH:28]=[CH:27][CH:26]=[CH:25][CH:24]=4)[N:16]=3)[N:11]=2)=[CH:8][CH:9]=1)=[O:4].[OH-].[Na+].Cl. Product: [NH2:21][C:19]1[N:18]=[C:17]([N:22]([CH3:29])[C:23]2[CH:24]=[CH:25][CH:26]=[CH:27][CH:28]=2)[N:16]=[C:15]([C:12]2[N:11]=[C:10]([C:7]3[S:6][C:5]([C:3]([OH:4])=[O:2])=[CH:9][CH:8]=3)[O:14][N:13]=2)[N:20]=1. The catalyst class is: 5.